Dataset: Full USPTO retrosynthesis dataset with 1.9M reactions from patents (1976-2016). Task: Predict the reactants needed to synthesize the given product. (1) Given the product [F:10][C:11]1[CH:16]=[CH:15][CH:14]=[CH:13][C:12]=1[C:2]1[CH:9]=[CH:8][C:5]([CH:6]=[O:7])=[CH:4][N:3]=1, predict the reactants needed to synthesize it. The reactants are: Br[C:2]1[CH:9]=[CH:8][C:5]([CH:6]=[O:7])=[CH:4][N:3]=1.[F:10][C:11]1[CH:16]=[CH:15][CH:14]=[CH:13][C:12]=1B(O)O.C([O-])([O-])=O.[Na+].[Na+].CN(C=O)C. (2) Given the product [Cl:20][C:12]1[CH:11]=[C:10]([CH:4]([CH2:5][CH:6]2[CH2:9][O:8][CH2:7]2)[C:3]([OH:21])=[O:2])[CH:15]=[CH:14][C:13]=1[S:16]([CH3:19])(=[O:17])=[O:18], predict the reactants needed to synthesize it. The reactants are: C[O:2][C:3](=[O:21])[CH:4]([C:10]1[CH:15]=[CH:14][C:13]([S:16]([CH3:19])(=[O:18])=[O:17])=[C:12]([Cl:20])[CH:11]=1)[CH2:5][CH:6]1[CH2:9][O:8][CH2:7]1.O.[OH-].[Li+].